This data is from Catalyst prediction with 721,799 reactions and 888 catalyst types from USPTO. The task is: Predict which catalyst facilitates the given reaction. (1) Reactant: [CH2:1]([C:5]1[N:6]([CH2:18][CH2:19][CH2:20][CH:21]=[O:22])[C:7]2[C:16]3[CH:15]=[CH:14][CH:13]=[CH:12][C:11]=3[N:10]=[CH:9][C:8]=2[N:17]=1)[CH2:2][CH2:3][CH3:4].[C:23]1([Mg]Br)[CH:28]=[CH:27][CH:26]=[CH:25][CH:24]=1. The catalyst class is: 1. Product: [CH2:1]([C:5]1[N:6]([CH2:18][CH2:19][CH2:20][CH:21]([C:23]2[CH:28]=[CH:27][CH:26]=[CH:25][CH:24]=2)[OH:22])[C:7]2[C:16]3[CH:15]=[CH:14][CH:13]=[CH:12][C:11]=3[N:10]=[CH:9][C:8]=2[N:17]=1)[CH2:2][CH2:3][CH3:4]. (2) Reactant: [F:1][C:2]([F:41])([F:40])[C:3]1[CH:4]=[C:5]([CH:33]=[C:34]([C:36]([F:39])([F:38])[F:37])[CH:35]=1)[CH2:6][N:7]([CH2:14][C:15]1[CH:20]=[C:19]([C:21]([F:24])([F:23])[F:22])[CH:18]=[CH:17][C:16]=1[CH:25]([CH:27]1[CH2:32][CH2:31][O:30][CH2:29][CH2:28]1)[OH:26])[C:8]1[N:9]=[N:10][N:11]([CH3:13])[N:12]=1.[H-].[Na+].I[CH2:45][CH3:46]. Product: [F:41][C:2]([F:40])([F:1])[C:3]1[CH:4]=[C:5]([CH:33]=[C:34]([C:36]([F:39])([F:37])[F:38])[CH:35]=1)[CH2:6][N:7]([CH2:14][C:15]1[CH:20]=[C:19]([C:21]([F:22])([F:23])[F:24])[CH:18]=[CH:17][C:16]=1[CH:25]([O:26][CH2:45][CH3:46])[CH:27]1[CH2:32][CH2:31][O:30][CH2:29][CH2:28]1)[C:8]1[N:9]=[N:10][N:11]([CH3:13])[N:12]=1. The catalyst class is: 118. (3) Product: [C:1]([O:5][C:6](=[O:26])[N:7]([CH2:8][CH2:9][C:10]1[CH:15]=[CH:14][C:13]([NH2:16])=[CH:12][CH:11]=1)[CH2:19][C:20]1[CH:25]=[CH:24][CH:23]=[CH:22][CH:21]=1)([CH3:4])([CH3:2])[CH3:3]. Reactant: [C:1]([O:5][C:6](=[O:26])[N:7]([CH2:19][C:20]1[CH:25]=[CH:24][CH:23]=[CH:22][CH:21]=1)[CH2:8][CH2:9][C:10]1[CH:15]=[CH:14][C:13]([N+:16]([O-])=O)=[CH:12][CH:11]=1)([CH3:4])([CH3:3])[CH3:2]. The catalyst class is: 1. (4) The catalyst class is: 1. Product: [F:20][CH:21]([F:31])[O:22][C:23]1[CH:24]=[C:25]([CH:26]([C:9]2([C:4]3[CH:5]=[C:6]([F:8])[CH:7]=[C:2]([F:1])[CH:3]=3)[S:10][CH2:11][CH2:12][CH2:13][S:14]2)[OH:27])[CH:28]=[CH:29][CH:30]=1. Reactant: [F:1][C:2]1[CH:3]=[C:4]([CH:9]2[S:14][CH2:13][CH2:12][CH2:11][S:10]2)[CH:5]=[C:6]([F:8])[CH:7]=1.[Li]CCCC.[F:20][CH:21]([F:31])[O:22][C:23]1[CH:24]=[C:25]([CH:28]=[CH:29][CH:30]=1)[CH:26]=[O:27].